Dataset: Forward reaction prediction with 1.9M reactions from USPTO patents (1976-2016). Task: Predict the product of the given reaction. (1) Given the reactants [N:1]1([C:7]2[N:8]=[C:9]([CH2:14][C:15]([O-:17])=O)[NH:10][C:11](=[O:13])[CH:12]=2)[CH2:6][CH2:5][O:4][CH2:3][CH2:2]1.[Na+].[F:19][C:20]1[CH:26]=[CH:25][C:23]([NH2:24])=[CH:22][C:21]=1[O:27][CH3:28], predict the reaction product. The product is: [F:19][C:20]1[CH:26]=[CH:25][C:23]([NH:24][C:15](=[O:17])[CH2:14][C:9]2[NH:10][C:11](=[O:13])[CH:12]=[C:7]([N:1]3[CH2:2][CH2:3][O:4][CH2:5][CH2:6]3)[N:8]=2)=[CH:22][C:21]=1[O:27][CH3:28]. (2) Given the reactants [N:1]1[CH:6]=[CH:5][C:4]([C:7]2[CH:13]=[CH:12][C:10]([NH2:11])=[CH:9][CH:8]=2)=[CH:3][CH:2]=1.[CH2:14]([O:21][C:22](Cl)=[O:23])[C:15]1[CH:20]=[CH:19][CH:18]=[CH:17][CH:16]=1, predict the reaction product. The product is: [N:1]1[CH:6]=[CH:5][C:4]([C:7]2[CH:13]=[CH:12][C:10]([NH:11][C:22](=[O:23])[O:21][CH2:14][C:15]3[CH:20]=[CH:19][CH:18]=[CH:17][CH:16]=3)=[CH:9][CH:8]=2)=[CH:3][CH:2]=1. (3) Given the reactants [C-:1]#[N:2].[K+].CS(O[CH2:9][CH2:10][CH:11]([C:24]1[CH:29]=[CH:28][C:27]([Cl:30])=[C:26]([F:31])[CH:25]=1)[C:12]1[C:20]2[C:15](=[C:16]([CH2:21][S:22][CH3:23])[CH:17]=[CH:18][CH:19]=2)[NH:14][CH:13]=1)(=O)=O.C(OCC)(=O)C, predict the reaction product. The product is: [Cl:30][C:27]1[CH:28]=[CH:29][C:24]([CH:11]([C:12]2[C:20]3[C:15](=[C:16]([CH2:21][S:22][CH3:23])[CH:17]=[CH:18][CH:19]=3)[NH:14][CH:13]=2)[CH2:10][CH2:9][C:1]#[N:2])=[CH:25][C:26]=1[F:31]. (4) Given the reactants [NH2:1][C:2]1([C:6]([OH:8])=[O:7])[CH2:5][O:4][CH2:3]1.C[N+](C)(C)C.[OH-].[CH3:15][C:16]([O:19][C:20](O[C:20]([O:19][C:16]([CH3:18])([CH3:17])[CH3:15])=[O:21])=[O:21])([CH3:18])[CH3:17].O, predict the reaction product. The product is: [C:16]([O:19][C:20]([NH:1][C:2]1([C:6]([OH:8])=[O:7])[CH2:5][O:4][CH2:3]1)=[O:21])([CH3:18])([CH3:17])[CH3:15]. (5) Given the reactants Cl[C:2]1[C:3]2[C:16]3[CH2:17][CH2:18][CH2:19][CH2:20][C:15]=3[S:14][C:4]=2[N:5]=[C:6]([C:8]2[CH:13]=[CH:12][N:11]=[CH:10][CH:9]=2)[N:7]=1.C(O[C:26](=O)[NH:27][CH2:28][CH2:29][OH:30])(C)(C)C.[H-].[Na+], predict the reaction product. The product is: [CH3:26][NH:27][CH2:28][CH2:29][O:30][C:2]1[C:3]2[C:16]3[CH2:17][CH2:18][CH2:19][CH2:20][C:15]=3[S:14][C:4]=2[N:5]=[C:6]([C:8]2[CH:13]=[CH:12][N:11]=[CH:10][CH:9]=2)[N:7]=1.